From a dataset of Reaction yield outcomes from USPTO patents with 853,638 reactions. Predict the reaction yield, written as a fraction of the theoretical maximum amount of product (1.0 means a 100% yield; for example, 0.34 means a 34% yield). (1) The reactants are [Br:1][C:2]1[CH:29]=[CH:28][C:5]([CH2:6][C:7]2[O:8][C:9]([CH3:27])=[C:10]([CH3:26])[C:11]=2[C:12]([C:14]2[CH:19]=[CH:18][C:17]([OH:20])=[C:16]([CH:21]3[CH2:25][CH2:24][CH2:23][CH2:22]3)[CH:15]=2)=[O:13])=[CH:4][CH:3]=1.Cl[S:31]([C:34]1[CH:42]=[CH:41][C:37]([C:38]([OH:40])=[O:39])=[C:36]([OH:43])[CH:35]=1)(=[O:33])=[O:32]. No catalyst specified. The product is [Br:1][C:2]1[CH:29]=[CH:28][C:5]([CH2:6][C:7]2[O:8][C:9]([CH3:27])=[C:10]([CH3:26])[C:11]=2[C:12]([C:14]2[CH:19]=[CH:18][C:17]([O:20][S:31]([C:34]3[CH:42]=[CH:41][C:37]([C:38]([OH:40])=[O:39])=[C:36]([OH:43])[CH:35]=3)(=[O:33])=[O:32])=[C:16]([CH:21]3[CH2:25][CH2:24][CH2:23][CH2:22]3)[CH:15]=2)=[O:13])=[CH:4][CH:3]=1. The yield is 0.490. (2) The reactants are [H-].[Na+].[CH2:3]([NH:6][C:7]1[CH:12]=[CH:11][C:10]([C:13]2[CH:18]=[CH:17][C:16]([NH:19][C:20]([C:22]3[CH:27]=[C:26]([N+:28]([O-:30])=[O:29])[CH:25]=[CH:24][C:23]=3[Cl:31])=[O:21])=[CH:15][CH:14]=2)=[CH:9][CH:8]=1)[CH2:4][CH3:5].[CH3:32]I.O. The catalyst is CN(C=O)C. The product is [CH3:32][N:6]([C:7]1[CH:8]=[CH:9][C:10]([C:13]2[CH:14]=[CH:15][C:16]([NH:19][C:20]([C:22]3[CH:27]=[C:26]([N+:28]([O-:30])=[O:29])[CH:25]=[CH:24][C:23]=3[Cl:31])=[O:21])=[CH:17][CH:18]=2)=[CH:11][CH:12]=1)[CH2:3][CH2:4][CH3:5]. The yield is 0.580.